From a dataset of Reaction yield outcomes from USPTO patents with 853,638 reactions. Predict the reaction yield, written as a fraction of the theoretical maximum amount of product (1.0 means a 100% yield; for example, 0.34 means a 34% yield). (1) The reactants are [F:1][C:2]1[C:15]([F:16])=[CH:14][CH:13]=[CH:12][C:3]=1/[CH:4]=[N:5]/[S@@:6]([C:8]([CH3:11])([CH3:10])[CH3:9])=[O:7].O.[CH3:18][Mg+].[Br-]. The catalyst is C(Cl)Cl.C(OCC)C. The product is [F:1][C:2]1[C:15]([F:16])=[CH:14][CH:13]=[CH:12][C:3]=1[C@@H:4]([NH:5][S@@:6]([C:8]([CH3:11])([CH3:10])[CH3:9])=[O:7])[CH3:18]. The yield is 0.920. (2) The reactants are [Cl-].O[NH3+:3].[C:4](=[O:7])([O-])[OH:5].[Na+].CS(C)=O.[CH2:13]([C:17]1[N:21]([CH2:22][C:23]2[CH:28]=[CH:27][C:26]([C:29]3[C:30]([C:35]#[N:36])=[CH:31][CH:32]=[CH:33][CH:34]=3)=[CH:25][CH:24]=2)[C:20](=[O:37])[N:19]([CH:38]([CH2:40][CH3:41])[CH3:39])[N:18]=1)[CH2:14][CH2:15][CH3:16]. The catalyst is C(OCC)(=O)C. The product is [CH2:13]([C:17]1[N:21]([CH2:22][C:23]2[CH:28]=[CH:27][C:26]([C:29]3[CH:34]=[CH:33][CH:32]=[CH:31][C:30]=3[C:35]3[NH:3][C:4](=[O:7])[O:5][N:36]=3)=[CH:25][CH:24]=2)[C:20](=[O:37])[N:19]([CH:38]([CH2:40][CH3:41])[CH3:39])[N:18]=1)[CH2:14][CH2:15][CH3:16]. The yield is 0.200. (3) The reactants are [O:1]=[C:2]1[CH2:22][CH2:21][C:5]2([CH2:10][CH2:9][N:8]([C:11]([O:13][CH2:14][C:15]3[CH:20]=[CH:19][CH:18]=[CH:17][CH:16]=3)=[O:12])[CH2:7][CH2:6]2)[CH:4]=[CH:3]1.[CH3:23][N:24]([CH:26](N(C)C)N(C)C)[CH3:25]. The catalyst is C1(C)C=CC=CC=1. The product is [CH3:23][N:24]([CH:26]=[C:22]1[CH2:21][C:5]2([CH2:10][CH2:9][N:8]([C:11]([O:13][CH2:14][C:15]3[CH:16]=[CH:17][CH:18]=[CH:19][CH:20]=3)=[O:12])[CH2:7][CH2:6]2)[CH:4]=[CH:3][C:2]1=[O:1])[CH3:25]. The yield is 1.00. (4) The reactants are [H-].[H-].[H-].[H-].[Li+].[Al+3].C[O:8][C:9]([C:11]1[C:20]([CH3:21])=[C:19]([O:22][CH2:23][C:24]2[CH:29]=[CH:28][CH:27]=[CH:26][CH:25]=2)[C:18]2[C:13](=[CH:14][CH:15]=[C:16]([F:30])[CH:17]=2)[CH:12]=1)=O. The catalyst is C1COCC1. The product is [CH2:23]([O:22][C:19]1[C:18]2[C:13](=[CH:14][CH:15]=[C:16]([F:30])[CH:17]=2)[CH:12]=[C:11]([CH2:9][OH:8])[C:20]=1[CH3:21])[C:24]1[CH:25]=[CH:26][CH:27]=[CH:28][CH:29]=1. The yield is 0.920. (5) The reactants are [C:1]1([C:7]2[CH:12]=[C:11]([CH:13]3[CH2:18][C:17](=[O:19])[N:16]([CH3:20])[C:15](=[O:21])[CH2:14]3)[CH:10]=[CH:9][C:8]=2[NH:22][C:23]([C:25]2[N:26](COCC[Si](C)(C)C)[CH:27]=[C:28]([C:30]#[N:31])[N:29]=2)=[O:24])[CH2:6][CH2:5][CH2:4][CH2:3][CH:2]=1.CO.C(O)(C(F)(F)F)=O. The catalyst is C(Cl)Cl. The product is [C:1]1([C:7]2[CH:12]=[C:11]([CH:13]3[CH2:18][C:17](=[O:19])[N:16]([CH3:20])[C:15](=[O:21])[CH2:14]3)[CH:10]=[CH:9][C:8]=2[NH:22][C:23]([C:25]2[NH:26][CH:27]=[C:28]([C:30]#[N:31])[N:29]=2)=[O:24])[CH2:6][CH2:5][CH2:4][CH2:3][CH:2]=1. The yield is 0.0800. (6) The reactants are [C:1]([C:5]1[CH:9]=[C:8]([NH:10][C:11]([NH:13][C:14]2[CH:30]=[CH:29][C:17]([O:18][C:19]3[CH:24]=[CH:23][N:22]=[C:21]([C:25]([NH:27][CH3:28])=[O:26])[CH:20]=3)=[CH:16][C:15]=2[F:31])=[O:12])[N:7]([C:32]2[CH:37]=[CH:36][CH:35]=[C:34]([CH2:38][OH:39])[CH:33]=2)[N:6]=1)([CH3:4])([CH3:3])[CH3:2].C(N(CC)[P:43]([O:49][C:50]([CH3:53])([CH3:52])[CH3:51])[O:44][C:45]([CH3:48])([CH3:47])[CH3:46])C.ClC1C=C(C=CC=1)C(OO)=[O:61]. The catalyst is OS([O-])=O.[Na+]. The product is [P:43]([O:39][CH2:38][C:34]1[CH:35]=[CH:36][CH:37]=[C:32]([N:7]2[C:8]([NH:10][C:11](=[O:12])[NH:13][C:14]3[CH:30]=[CH:29][C:17]([O:18][C:19]4[CH:24]=[CH:23][N:22]=[C:21]([C:25](=[O:26])[NH:27][CH3:28])[CH:20]=4)=[CH:16][C:15]=3[F:31])=[CH:9][C:5]([C:1]([CH3:4])([CH3:2])[CH3:3])=[N:6]2)[CH:33]=1)([O:44][C:45]([CH3:46])([CH3:47])[CH3:48])([O:49][C:50]([CH3:51])([CH3:52])[CH3:53])=[O:61]. The yield is 0.520. (7) The reactants are [Cl:1][C:2]1[N:7]=[C:6](Cl)[CH:5]=[CH:4][N:3]=1.[CH3:9][C:10]1[O:11][C:12]2[CH:18]=[CH:17][C:16](N)=[CH:15][C:13]=2[N:14]=1.CC[N:22](CC)CC. The catalyst is CCO. The product is [Cl:1][C:2]1[N:7]=[C:6]([NH:22][C:17]2[CH:16]=[CH:15][C:13]3[N:14]=[C:10]([CH3:9])[O:11][C:12]=3[CH:18]=2)[CH:5]=[CH:4][N:3]=1. The yield is 0.730. (8) The reactants are [S:1]1[C:5]([CH:6]=O)=[CH:4][N:3]=[CH:2]1.[NH:8]1[CH:12]=[CH:11][CH:10]=[CH:9]1. The catalyst is C(O)(=O)CC. The product is [S:1]1[C:5]([C:6]2[C:12]3[NH:8][C:9]([C:6]([C:5]4[S:1][CH:2]=[N:3][CH:4]=4)=[C:9]4[N:8]=[C:12]([C:6]([C:5]5[S:1][CH:2]=[N:3][CH:4]=5)=[C:9]5[NH:8][C:12](=[C:6]([C:5]6[S:1][CH:2]=[N:3][CH:4]=6)[C:9]6[CH:10]=[CH:11][C:12]=2[N:8]=6)[CH:11]=[CH:10]5)[CH:11]=[CH:10]4)=[CH:10][CH:11]=3)=[CH:4][N:3]=[CH:2]1. The yield is 0.140. (9) The catalyst is CO. The product is [C:1]([C:3]1[CH:11]=[C:10]2[C:6]([CH:7]=[C:8]([C:22]([OH:24])=[O:23])[N:9]2[CH2:12][C:13]2[C:14]([CH3:21])=[CH:15][C:16]([CH3:20])=[CH:17][C:18]=2[CH3:19])=[CH:5][CH:4]=1)#[N:2]. The yield is 0.990. The reactants are [C:1]([C:3]1[CH:11]=[C:10]2[C:6]([CH:7]=[C:8]([C:22]([O:24]C)=[O:23])[N:9]2[CH2:12][C:13]2[C:18]([CH3:19])=[CH:17][C:16]([CH3:20])=[CH:15][C:14]=2[CH3:21])=[CH:5][CH:4]=1)#[N:2].C1COCC1.[OH-].[Na+].Cl.